From a dataset of Full USPTO retrosynthesis dataset with 1.9M reactions from patents (1976-2016). Predict the reactants needed to synthesize the given product. (1) The reactants are: [CH3:1][C:2]1([CH3:15])[C:11](=[O:12])[C:10]([CH3:14])([CH3:13])[CH2:9][C:4]2(OCC[O:5]2)[CH2:3]1.Cl. Given the product [CH3:13][C:10]1([CH3:14])[CH2:9][C:4](=[O:5])[CH2:3][C:2]([CH3:15])([CH3:1])[C:11]1=[O:12], predict the reactants needed to synthesize it. (2) Given the product [CH2:1]([C:3]1[CH:4]=[C:5]([C:16]2[N:20]=[C:19]([C:21]3[CH:22]=[CH:23][C:24]([O:27][C:28]4[CH:29]=[CH:30][CH:31]=[CH:32][CH:33]=4)=[CH:25][CH:26]=3)[O:18][N:17]=2)[S:6][C:7]=1[CH2:8][OH:9])[CH3:2], predict the reactants needed to synthesize it. The reactants are: [CH2:1]([C:3]1[CH:4]=[C:5]([C:16]2[N:20]=[C:19]([C:21]3[CH:26]=[CH:25][C:24]([O:27][C:28]4[CH:33]=[CH:32][CH:31]=[CH:30][CH:29]=4)=[CH:23][CH:22]=3)[O:18][N:17]=2)[S:6][C:7]=1[CH2:8][O:9]C1CCCCO1)[CH3:2].C1(C)C=CC(S([O-])(=O)=O)=CC=1.[NH+]1C=CC=CC=1.O.